Task: Predict the product of the given reaction.. Dataset: Forward reaction prediction with 1.9M reactions from USPTO patents (1976-2016) (1) Given the reactants [CH3:1][C:2]1[O:6][N:5]=[C:4]([NH2:7])[CH:3]=1.[F:8][C:9]1[C:14]([CH:15]=O)=[C:13]([F:17])[CH:12]=[CH:11][C:10]=1[NH:18][S:19]([CH2:22][CH2:23][CH3:24])(=[O:21])=[O:20].C([SiH](CC)CC)C.FC(F)(F)C(O)=O, predict the reaction product. The product is: [F:8][C:9]1[C:14]([CH2:15][NH:7][C:4]2[CH:3]=[C:2]([CH3:1])[O:6][N:5]=2)=[C:13]([F:17])[CH:12]=[CH:11][C:10]=1[NH:18][S:19]([CH2:22][CH2:23][CH3:24])(=[O:21])=[O:20]. (2) Given the reactants C1(P(C2C=CC=CC=2)C2C=CC=CC=2)C=CC=CC=1.Br[C:21]1[CH:22]=[C:23]2[C:27](=[C:28]([CH3:30])[CH:29]=1)[NH:26][C:25]1[N:31]=[CH:32][C:33]([CH3:35])=[CH:34][C:24]2=1.[C:36]([O:40][CH2:41][CH3:42])(=[O:39])[CH:37]=[CH2:38].C([O-])(=O)C.[K+], predict the reaction product. The product is: [CH3:35][C:33]1[CH:32]=[N:31][C:25]2[NH:26][C:27]3[C:23]([C:24]=2[CH:34]=1)=[CH:22][C:21](/[CH:38]=[CH:37]/[C:36]([O:40][CH2:41][CH3:42])=[O:39])=[CH:29][C:28]=3[CH3:30].